This data is from NCI-60 drug combinations with 297,098 pairs across 59 cell lines. The task is: Regression. Given two drug SMILES strings and cell line genomic features, predict the synergy score measuring deviation from expected non-interaction effect. (1) Drug 1: CCC1(CC2CC(C3=C(CCN(C2)C1)C4=CC=CC=C4N3)(C5=C(C=C6C(=C5)C78CCN9C7C(C=CC9)(C(C(C8N6C)(C(=O)OC)O)OC(=O)C)CC)OC)C(=O)OC)O. Drug 2: C1CC(C1)(C2=CC=C(C=C2)C3=C(C=C4C(=N3)C=CN5C4=NNC5=O)C6=CC=CC=C6)N. Cell line: HCT116. Synergy scores: CSS=51.2, Synergy_ZIP=-3.20, Synergy_Bliss=-9.14, Synergy_Loewe=-11.8, Synergy_HSA=-7.38. (2) Drug 1: C1=C(C(=O)NC(=O)N1)N(CCCl)CCCl. Drug 2: C(CN)CNCCSP(=O)(O)O. Cell line: SNB-75. Synergy scores: CSS=20.9, Synergy_ZIP=1.50, Synergy_Bliss=2.14, Synergy_Loewe=-7.46, Synergy_HSA=0.233. (3) Drug 1: CC1=C(C=C(C=C1)NC(=O)C2=CC=C(C=C2)CN3CCN(CC3)C)NC4=NC=CC(=N4)C5=CN=CC=C5. Drug 2: CC=C1C(=O)NC(C(=O)OC2CC(=O)NC(C(=O)NC(CSSCCC=C2)C(=O)N1)C(C)C)C(C)C. Cell line: SF-295. Synergy scores: CSS=37.8, Synergy_ZIP=-1.29, Synergy_Bliss=-2.56, Synergy_Loewe=-84.6, Synergy_HSA=-5.04. (4) Synergy scores: CSS=89.0, Synergy_ZIP=11.7, Synergy_Bliss=10.7, Synergy_Loewe=9.20, Synergy_HSA=16.0. Cell line: NCIH23. Drug 2: CN1C=C(C=N1)C2=C3N=C(C(=C(N3N=C2)N)Br)C4CCCNC4. Drug 1: CC(C)(C1=NC(=CC=C1)N2C3=NC(=NC=C3C(=O)N2CC=C)NC4=CC=C(C=C4)N5CCN(CC5)C)O.